Dataset: Reaction yield outcomes from USPTO patents with 853,638 reactions. Task: Predict the reaction yield, written as a fraction of the theoretical maximum amount of product (1.0 means a 100% yield; for example, 0.34 means a 34% yield). (1) The reactants are C(O[C:4]([C:6]1[CH:7]=[C:8]2[C:12](=[CH:13][CH:14]=1)[NH:11][N:10]=[C:9]2[C:15]1[N:16]=[CH:17][C:18]2[C:23]([CH:24]=1)=[CH:22][CH:21]=[CH:20][CH:19]=2)=[NH:5])C.C(N(CC)CC)C.[N:32]1([CH2:38][C:39]([NH:41][NH2:42])=O)[CH2:37][CH2:36][O:35][CH2:34][CH2:33]1. No catalyst specified. The product is [N:32]1([CH2:38][CH:39]2[N:41]=[N:42][C:4]([C:6]3[CH:7]=[C:8]4[C:12](=[CH:13][CH:14]=3)[NH:11][N:10]=[C:9]4[C:15]3[N:16]=[CH:17][C:18]4[C:23]([CH:24]=3)=[CH:22][CH:21]=[CH:20][CH:19]=4)=[N:5]2)[CH2:37][CH2:36][O:35][CH2:34][CH2:33]1. The yield is 0.100. (2) The product is [CH:12]1([N:8]2[CH:7]=[N:6][C:5]3[C:9]2=[N:10][C:2]([Cl:1])=[N:3][C:4]=3[Cl:11])[CH2:16][CH2:15][CH2:14][CH2:13]1. The yield is 0.560. The catalyst is O1CCCC1. The reactants are [Cl:1][C:2]1[N:10]=[C:9]2[C:5]([N:6]=[CH:7][NH:8]2)=[C:4]([Cl:11])[N:3]=1.[CH:12]1(O)[CH2:16][CH2:15][CH2:14][CH2:13]1.C1(P(C2C=CC=CC=2)C2C=CC=CC=2)C=CC=CC=1.N(C(OC(C)C)=O)=NC(OC(C)C)=O. (3) The reactants are [CH2:1]([O:3][C:4]([C:6]1[CH:7]=[N:8][N:9]([C:11]2[N:15](COCCOC)[C:14]3[CH:22]=[C:23]([Cl:34])[C:24]([S:26][CH2:27][C:28]4[CH:33]=[CH:32][CH:31]=[CH:30][CH:29]=4)=[CH:25][C:13]=3[N:12]=2)[CH:10]=1)=[O:5])[CH3:2].Cl.O1CCOCC1. The catalyst is CCO. The product is [CH2:1]([O:3][C:4]([C:6]1[CH:7]=[N:8][N:9]([C:11]2[NH:15][C:14]3[CH:22]=[C:23]([Cl:34])[C:24]([S:26][CH2:27][C:28]4[CH:33]=[CH:32][CH:31]=[CH:30][CH:29]=4)=[CH:25][C:13]=3[N:12]=2)[CH:10]=1)=[O:5])[CH3:2]. The yield is 0.950. (4) The reactants are Br[C:2]1[N:7]=[C:6]2[N:8]([CH2:12][CH:13]3[CH2:18][CH2:17][CH2:16][CH2:15][CH2:14]3)[C:9](=[O:11])[NH:10][C:5]2=[N:4][CH:3]=1.BrC1N=C([NH:26][CH2:27][CH:28]2[CH2:33][CH2:32][CH2:31][CH2:30][CH2:29]2)C(N)=NC=1.C(N1C=CN=C1)(N1C=CN=C1)=[O:36]. The catalyst is C1COCC1.CN(C=O)C. The product is [CH:13]1([CH2:12][N:8]2[C:6]3[C:5](=[N:4][CH:3]=[C:2]([C:31]4[CH:32]=[CH:33][C:28]([C:27]([NH2:26])=[O:36])=[CH:29][CH:30]=4)[N:7]=3)[NH:10][C:9]2=[O:11])[CH2:18][CH2:17][CH2:16][CH2:15][CH2:14]1. The yield is 0.890. (5) The yield is -0.370. The product is [CH3:1][O:2][C:3]1[C:13]2[C:12]([C:14]3[CH:15]=[C:16]([CH:19]=[CH:20][CH:21]=3)[C:17]([NH2:18])=[O:34])=[N:11][CH2:10][C:9](=[O:22])[N:8]([CH3:23])[C:7]=2[CH:6]=[C:5]([O:24][CH3:25])[C:4]=1[C:26]1[CH:31]=[CH:30][CH:29]=[CH:28][CH:27]=1. The reactants are [CH3:1][O:2][C:3]1[C:13]2[C:12]([C:14]3[CH:15]=[C:16]([CH:19]=[CH:20][CH:21]=3)[C:17]#[N:18])=[N:11][CH2:10][C:9](=[O:22])[N:8]([CH3:23])[C:7]=2[CH:6]=[C:5]([O:24][CH3:25])[C:4]=1[C:26]1[CH:31]=[CH:30][CH:29]=[CH:28][CH:27]=1.CC[O:34]C(C)=O.C(Cl)Cl.OO.[OH-].[Na+]. The catalyst is C(O)C. (6) The reactants are [C:1]([C:5]1[CH:10]=[C:9]([C:11]([CH3:14])([CH3:13])[CH3:12])[CH:8]=[CH:7][C:6]=1[NH:15][C:16](=[O:20])/[CH:17]=N/O)([CH3:4])([CH3:3])[CH3:2].S(=O)(=O)(O)[OH:22]. No catalyst specified. The product is [C:11]([C:9]1[CH:8]=[C:7]2[C:6](=[C:5]([C:1]([CH3:4])([CH3:3])[CH3:2])[CH:10]=1)[NH:15][C:16](=[O:20])[C:17]2=[O:22])([CH3:14])([CH3:13])[CH3:12]. The yield is 0.420. (7) The reactants are COC(=O)NC(C(N1C(C2NC(C3C=CC4C(=CC=C(C5C=CC(C6NC(C7C8CC(CC8)N7C(=O)C(NC(OC)=O)C(C)C)=NC=6)=CC=5)C=4)C=3)=CN=2)CC2(CC2)C1)=O)C(C)C.[CH3:63][O:64][C:65](=[O:104])[NH:66][CH:67]([C:71]([N:73]1[CH:78]([C:79]2[NH:80][C:81]([C:84]3[CH:93]=[CH:92][C:91]4[C:86](=[CH:87][CH:88]=[C:89](B5OC(C)(C)C(C)(C)O5)[CH:90]=4)[CH:85]=3)=[CH:82][N:83]=2)[CH:77]2[CH2:103][CH:74]1[CH2:75][CH2:76]2)=[O:72])[CH:68]([CH3:70])[CH3:69].[C:105]([O:109][C:110]([N:112]1[CH:118]([C:119]2[NH:120][C:121]([C:124]3[CH:129]=[CH:128][C:127](Br)=[CH:126][CH:125]=3)=[CH:122][N:123]=2)[CH2:117][C:114]2([CH2:116][CH2:115]2)[CH2:113]1)=[O:111])([CH3:108])([CH3:107])[CH3:106].C(=O)([O-])[O-].[K+].[K+]. The catalyst is C(OCC)(=O)C. The product is [C:105]([O:109][C:110]([N:112]1[CH:118]([C:119]2[NH:120][C:121]([C:124]3[CH:129]=[CH:128][C:127]([C:89]4[CH:88]=[CH:87][C:86]5[C:91](=[CH:92][CH:93]=[C:84]([C:81]6[NH:80][C:79]([CH:78]7[CH:77]8[CH2:103][CH:74]([CH2:75][CH2:76]8)[N:73]7[C:71](=[O:72])[CH:67]([NH:66][C:65]([O:64][CH3:63])=[O:104])[CH:68]([CH3:70])[CH3:69])=[N:83][CH:82]=6)[CH:85]=5)[CH:90]=4)=[CH:126][CH:125]=3)=[CH:122][N:123]=2)[CH2:117][C:114]2([CH2:116][CH2:115]2)[CH2:113]1)=[O:111])([CH3:108])([CH3:107])[CH3:106]. The yield is 0.600.